Dataset: Forward reaction prediction with 1.9M reactions from USPTO patents (1976-2016). Task: Predict the product of the given reaction. (1) Given the reactants [Cl:1][C:2]1[CH:7]=[CH:6][CH:5]=[C:4]([CH3:8])[C:3]=1[N:9]=[C:10]=[S:11].[NH2:12][C:13]1[C:14]([CH3:20])=[N:15][N:16]([CH3:19])[C:17]=1[CH3:18], predict the reaction product. The product is: [Cl:1][C:2]1[CH:7]=[CH:6][CH:5]=[C:4]([CH3:8])[C:3]=1[NH:9][C:10]([NH:12][C:13]1[C:14]([CH3:20])=[N:15][N:16]([CH3:19])[C:17]=1[CH3:18])=[S:11]. (2) Given the reactants [NH2:1][N:2]1[N:11]=[C:10]([C:12]2[CH:17]=[CH:16][C:15]([CH:18]([CH3:20])[CH3:19])=[CH:14][CH:13]=2)[C:9]2[C:4](=[CH:5][CH:6]=[CH:7][CH:8]=2)[C:3]1=[O:21].[F:22][C:23]1[CH:24]=[C:25]([CH2:30][C:31](O)=[O:32])[CH:26]=[C:27]([F:29])[CH:28]=1, predict the reaction product. The product is: [F:22][C:23]1[CH:24]=[C:25]([CH2:30][C:31]([NH:1][N:2]2[N:11]=[C:10]([C:12]3[CH:13]=[CH:14][C:15]([CH:18]([CH3:19])[CH3:20])=[CH:16][CH:17]=3)[C:9]3[C:4](=[CH:5][CH:6]=[CH:7][CH:8]=3)[C:3]2=[O:21])=[O:32])[CH:26]=[C:27]([F:29])[CH:28]=1. (3) Given the reactants N#N.[C:3]([SiH2:7][O:8][C:9]([CH3:22])([CH3:21])[C:10]1[O:11][CH:12]=[C:13]([CH2:15]OS(C)(=O)=O)[N:14]=1)([CH3:6])([CH3:5])[CH3:4].[N+:23]([C:26]1[CH:30]=[N:29][NH:28][N:27]=1)([O-:25])=[O:24].CCN(C(C)C)C(C)C, predict the reaction product. The product is: [C:3]([SiH2:7][O:8][C:9]([CH3:22])([CH3:21])[C:10]1[O:11][CH:12]=[C:13]([CH2:15][N:28]2[N:27]=[C:26]([N+:23]([O-:25])=[O:24])[CH:30]=[N:29]2)[N:14]=1)([CH3:6])([CH3:5])[CH3:4]. (4) The product is: [C:20]([C:17]1[CH:16]=[CH:15][C:14]([CH:9]2[CH:8]([C:5]3[CH:4]=[CH:3][C:2]([N:1]4[C:28]([CH3:29])=[CH:27][CH:26]=[C:25]4[CH3:24])=[CH:7][CH:6]=3)[CH2:12][CH2:11][C:10]2=[O:13])=[CH:19][CH:18]=1)([CH3:23])([CH3:22])[CH3:21]. Given the reactants [NH2:1][C:2]1[CH:7]=[CH:6][C:5]([CH:8]2[CH2:12][CH2:11][C:10](=[O:13])[CH:9]2[C:14]2[CH:19]=[CH:18][C:17]([C:20]([CH3:23])([CH3:22])[CH3:21])=[CH:16][CH:15]=2)=[CH:4][CH:3]=1.[CH3:24][C:25](=O)[CH2:26][CH2:27][C:28](=O)[CH3:29].C1(C)C=CC(S(O)(=O)=O)=CC=1, predict the reaction product.